This data is from Experimentally validated miRNA-target interactions with 360,000+ pairs, plus equal number of negative samples. The task is: Binary Classification. Given a miRNA mature sequence and a target amino acid sequence, predict their likelihood of interaction. (1) The miRNA is hsa-miR-181d-5p with sequence AACAUUCAUUGUUGUCGGUGGGU. The protein sequence of the target gene is MAAAAAEQQQFYLLLGNLLSPDNVVRKQAEETYENIPGQSKITFLLQAIRNTTAAEEARQMAAVLLRRLLSSAFDEVYPALPSDVQTAIKSELLMIIQMETQSSMRKKVCDIAAELARNLIDEDGNNQWPEGLKFLFDSVSSQNVGLREAALHIFWNFPGIFGNQQQHYLDVIKRMLVQCMQDQEHPSIRTLSARATAAFILANEHNVALFKHFADLLPGFLQAVNDSCYQNDDSVLKSLVEIADTVPKYLRPHLEATLQLSLKLCGDTSLNNMQRQLALEVIVTLSETAAAMLRKHTNI.... Result: 1 (interaction). (2) The miRNA is hsa-miR-4787-5p with sequence GCGGGGGUGGCGGCGGCAUCCC. The protein sequence of the target gene is MYVKSIILEGFKSYAQRTEVNGFDPLFNAITGLNGSGKSNILDSICFLLGISNLSQVRASNLQDLVYKNGQAGITKASVSITFDNSDKKQSPLGFEAHDEITVTRQVVIGGRNKYLINGVNANNTRVQDLFCSVGLNVNNPHFLIMQGRITKVLNMKPPEILSMIEEAAGTRMYEYKKIAAQKTIEKKEAKLKEIKTILEEEITPTIQKLKEERSSYLEYQKVMREIEHLSRLYIAYQFLRAEDTKERSAGELKEMQDKIVNLQEVLSENEKKIKALNCEIEELERRKDKETGGKLKSLE.... Result: 0 (no interaction). (3) The miRNA is hsa-miR-3180 with sequence UGGGGCGGAGCUUCCGGAG. The protein sequence of the target gene is MDAVTVYHGKISRETGEKLLLATGLDGSYLLRDSESVPGVYCLCVLYQGYIYTYRVSQTETGSWSAETAPGVHKRFFRKVKNLISAFQKPDQGIVTPLQYPVEKSSGRGPQAPTGRRDSDICLNAP. Result: 0 (no interaction). (4) The miRNA is rno-miR-9a-5p with sequence UCUUUGGUUAUCUAGCUGUAUGA. The protein sequence of the target gene is MALTSDLGKQIKLKEVEGTLLQPATVDNWSQIQSFEAKPDDLLICTYPKAGTTWIQEIVDMIEQNGDVEKCQRAIIQHRHPFIEWARPPQPSGVEKAKAMPSPRILKTHLSTQLLPPSFWENNCKFLYVARNAKDCMVSYYHFQRMNHMLPDPGTWEEYFETFINGKVVWGSWFDHVKGWWEMKDRHQILFLFYEDIKRDPKHEIRKVMQFMGKKVDETVLDKIVQETSFEKMKENPMTNRSTVSKSILDQSISSFMRKGTVGDWKNHFTVAQNERFDEIYRRKMEGTSINFCMEL. Result: 0 (no interaction). (5) The miRNA is rno-miR-181b-5p with sequence AACAUUCAUUGCUGUCGGUGGGU. The protein sequence of the target gene is MAGQPAATGSPSADKDGMEPNVVARISQWADDHLRLVRNISTGMAIAGIMLLLRSIRLTSKFTSSSDIPVEFIRRNVKLRGRLRRITENGLEIEHIPITLPIIASLRKEPRGALLVKLAGVELAETGKAWLQKELKPSQLLWFQLLGKENSALFCYLLVSKGGYFSVNLNEEILRRGLGKTVLVKGLKYDSKIYWTVHRNLLKAELTALKKGEGIWKEDSEKESYLEKFKDSWREIWKKDSFLKTTGSDFSLKKESYYEKLKRTYEIWKDNMNNCSLILKFRELISRINFRRKG. Result: 0 (no interaction). (6) Result: 0 (no interaction). The miRNA is hsa-miR-1307-5p with sequence UCGACCGGACCUCGACCGGCU. The protein sequence of the target gene is MAVSALQLWRMGGLLRRRFPTCLSPWKIPPRVLKSSQPEALVSLTNNAVAFAPLQTLTDEEIMMKQTVKKFAQEHVAPLVSSMDENSKMEKSVIQGLFQQGLMGIEVEAQYGGTEASFFCSVLVIEELAKVDASVALLCDIQNTIINNLFRKHASEEQKATYLPKLVTEKLGSFCLSEAGAGSDSFAMKTRADKSGNYYVLNGSKMWISHAEHAELFLVFANVDPSSGYRGITCFLVDRDTEGFQIGKRENKMGIRASSTCQLTFENVKVPETNILGKIGHGYKYAIGSLNEGRIGIAAQ.... (7) The miRNA is hsa-miR-412-5p with sequence UGGUCGACCAGUUGGAAAGUAAU. The protein sequence of the target gene is MKTPGVLLLILGLLASSSFAIIRIPLRKFTSIRRTMTEVGGSVEDLILKGPITKYSMQSSPKTTEPVSELLKNYLDAQYYGDIGIGTPPQCFTVVFDTGSSNLWVPSIHCKILDIACWVHHKYNSDKSSTYVKNGTSFDIHYGSGSLSGYLSQDTVSVPCKSDQSKARGIKVEKQIFGEATKQPGIVFVAAKFDGILGMGYPHISVNNVLPVFDNLMQQKLVDKNIFSFYLNRDPEGQPGGELMLGGTDSKYYHGELSYLNVTRKAYWQVHMDQLEVGNELTLCKGGCEAIVDTGTSLLV.... Result: 0 (no interaction).